From a dataset of NCI-60 drug combinations with 297,098 pairs across 59 cell lines. Regression. Given two drug SMILES strings and cell line genomic features, predict the synergy score measuring deviation from expected non-interaction effect. Drug 1: COC1=CC(=CC(=C1O)OC)C2C3C(COC3=O)C(C4=CC5=C(C=C24)OCO5)OC6C(C(C7C(O6)COC(O7)C8=CC=CS8)O)O. Drug 2: C1=NNC2=C1C(=O)NC=N2. Cell line: LOX IMVI. Synergy scores: CSS=35.9, Synergy_ZIP=-6.04, Synergy_Bliss=-8.46, Synergy_Loewe=-4.45, Synergy_HSA=-3.53.